Regression. Given two drug SMILES strings and cell line genomic features, predict the synergy score measuring deviation from expected non-interaction effect. From a dataset of NCI-60 drug combinations with 297,098 pairs across 59 cell lines. (1) Drug 1: C(=O)(N)NO. Drug 2: COCCOC1=C(C=C2C(=C1)C(=NC=N2)NC3=CC=CC(=C3)C#C)OCCOC.Cl. Cell line: SN12C. Synergy scores: CSS=5.73, Synergy_ZIP=-2.90, Synergy_Bliss=0.218, Synergy_Loewe=-1.78, Synergy_HSA=0.479. (2) Drug 1: C1C(C(OC1N2C=NC3=C(N=C(N=C32)Cl)N)CO)O. Drug 2: CC1CCC2CC(C(=CC=CC=CC(CC(C(=O)C(C(C(=CC(C(=O)CC(OC(=O)C3CCCCN3C(=O)C(=O)C1(O2)O)C(C)CC4CCC(C(C4)OC)O)C)C)O)OC)C)C)C)OC. Cell line: RXF 393. Synergy scores: CSS=3.01, Synergy_ZIP=-1.85, Synergy_Bliss=-2.26, Synergy_Loewe=-2.69, Synergy_HSA=-2.46.